From a dataset of NCI-60 drug combinations with 297,098 pairs across 59 cell lines. Regression. Given two drug SMILES strings and cell line genomic features, predict the synergy score measuring deviation from expected non-interaction effect. (1) Drug 1: CC1=CC=C(C=C1)C2=CC(=NN2C3=CC=C(C=C3)S(=O)(=O)N)C(F)(F)F. Drug 2: CC1=C(C(CCC1)(C)C)C=CC(=CC=CC(=CC(=O)O)C)C. Cell line: RPMI-8226. Synergy scores: CSS=51.0, Synergy_ZIP=-1.16, Synergy_Bliss=-0.115, Synergy_Loewe=-8.60, Synergy_HSA=2.85. (2) Drug 1: C1CC(=O)NC(=O)C1N2CC3=C(C2=O)C=CC=C3N. Drug 2: C1CN1P(=S)(N2CC2)N3CC3. Cell line: NCI-H322M. Synergy scores: CSS=-1.94, Synergy_ZIP=5.88, Synergy_Bliss=5.50, Synergy_Loewe=1.22, Synergy_HSA=0.443. (3) Drug 1: CC1=CC=C(C=C1)C2=CC(=NN2C3=CC=C(C=C3)S(=O)(=O)N)C(F)(F)F. Drug 2: COC1=NC(=NC2=C1N=CN2C3C(C(C(O3)CO)O)O)N. Cell line: HOP-62. Synergy scores: CSS=19.4, Synergy_ZIP=-3.21, Synergy_Bliss=-0.655, Synergy_Loewe=-2.79, Synergy_HSA=-0.461. (4) Drug 1: CCC1(CC2CC(C3=C(CCN(C2)C1)C4=CC=CC=C4N3)(C5=C(C=C6C(=C5)C78CCN9C7C(C=CC9)(C(C(C8N6C=O)(C(=O)OC)O)OC(=O)C)CC)OC)C(=O)OC)O.OS(=O)(=O)O. Drug 2: C#CCC(CC1=CN=C2C(=N1)C(=NC(=N2)N)N)C3=CC=C(C=C3)C(=O)NC(CCC(=O)O)C(=O)O. Cell line: NCI-H460. Synergy scores: CSS=70.6, Synergy_ZIP=2.24, Synergy_Bliss=-0.743, Synergy_Loewe=-9.85, Synergy_HSA=-0.979. (5) Drug 1: COC1=C(C=C2C(=C1)N=CN=C2NC3=CC(=C(C=C3)F)Cl)OCCCN4CCOCC4. Drug 2: CC1=C2C(C(=O)C3(C(CC4C(C3C(C(C2(C)C)(CC1OC(=O)C(C(C5=CC=CC=C5)NC(=O)OC(C)(C)C)O)O)OC(=O)C6=CC=CC=C6)(CO4)OC(=O)C)O)C)O. Cell line: CCRF-CEM. Synergy scores: CSS=59.3, Synergy_ZIP=6.34, Synergy_Bliss=11.1, Synergy_Loewe=-5.11, Synergy_HSA=11.2. (6) Drug 1: CC(C1=C(C=CC(=C1Cl)F)Cl)OC2=C(N=CC(=C2)C3=CN(N=C3)C4CCNCC4)N. Drug 2: C1=NC2=C(N=C(N=C2N1C3C(C(C(O3)CO)O)O)F)N. Cell line: KM12. Synergy scores: CSS=30.9, Synergy_ZIP=-0.980, Synergy_Bliss=-3.25, Synergy_Loewe=-33.1, Synergy_HSA=-2.61.